Dataset: Peptide-MHC class II binding affinity with 134,281 pairs from IEDB. Task: Regression. Given a peptide amino acid sequence and an MHC pseudo amino acid sequence, predict their binding affinity value. This is MHC class II binding data. (1) The peptide sequence is EGTVDFIFGEARSLY. The MHC is DRB1_1501 with pseudo-sequence DRB1_1501. The binding affinity (normalized) is 0.735. (2) The peptide sequence is RRCKNIPQPVRALLE. The MHC is DRB3_0202 with pseudo-sequence DRB3_0202. The binding affinity (normalized) is 0.0821. (3) The peptide sequence is QSCRRPNAQRFGISN. The MHC is HLA-DQA10401-DQB10402 with pseudo-sequence HLA-DQA10401-DQB10402. The binding affinity (normalized) is 0.0818. (4) The peptide sequence is EKKYFAAQQFEPLAA. The MHC is HLA-DQA10301-DQB10302 with pseudo-sequence HLA-DQA10301-DQB10302. The binding affinity (normalized) is 0.239. (5) The peptide sequence is PYVSKNPRQAYANYR. The MHC is HLA-DPA10201-DPB10101 with pseudo-sequence HLA-DPA10201-DPB10101. The binding affinity (normalized) is 0.0176. (6) The peptide sequence is EKKYFAATQFMPLAA. The MHC is HLA-DQA10101-DQB10501 with pseudo-sequence HLA-DQA10101-DQB10501. The binding affinity (normalized) is 0.340. (7) The peptide sequence is AGAWRTAAVELARAL. The MHC is HLA-DPA10201-DPB10101 with pseudo-sequence HLA-DPA10201-DPB10101. The binding affinity (normalized) is 0.440. (8) The peptide sequence is YDKFLANVSTVLTCK. The MHC is DRB1_0405 with pseudo-sequence DRB1_0405. The binding affinity (normalized) is 0.591. (9) The MHC is DRB1_0901 with pseudo-sequence DRB1_0901. The peptide sequence is LAGDAAGAWRTAAVE. The binding affinity (normalized) is 0.375.